Dataset: Forward reaction prediction with 1.9M reactions from USPTO patents (1976-2016). Task: Predict the product of the given reaction. (1) Given the reactants [OH:1][CH2:2][C:3]1[CH:4]=[CH:5][C:6]2[O:11][CH2:10][C:9](=[O:12])[N:8]([CH2:13][CH2:14][CH2:15][O:16][CH3:17])[C:7]=2[CH:18]=1, predict the reaction product. The product is: [CH3:17][O:16][CH2:15][CH2:14][CH2:13][N:8]1[C:7]2[CH:18]=[C:3]([CH:2]=[O:1])[CH:4]=[CH:5][C:6]=2[O:11][CH2:10][C:9]1=[O:12]. (2) Given the reactants [CH3:1][C@H:2]1[CH2:6][CH2:5][CH2:4][N:3]1[C:7]([C:9]1[N:17]2[C:12]([CH2:13][O:14][CH2:15][CH2:16]2)=[C:11]([C:18]([OH:20])=O)[CH:10]=1)=[O:8].ON1C2C=CC=CC=2N=N1.Cl.C(N=C=NCCCN(C)C)C.Cl.[Cl:44][C:45]1[CH:46]=[C:47]([C@H:55]([NH2:58])[CH2:56][CH3:57])[CH:48]=[CH:49][C:50]=1[C:51]([F:54])([F:53])[F:52].C(N(CC)CC)C, predict the reaction product. The product is: [Cl:44][C:45]1[CH:46]=[C:47]([C@H:55]([NH:58][C:18]([C:11]2[CH:10]=[C:9]([C:7]([N:3]3[CH2:4][CH2:5][CH2:6][C@@H:2]3[CH3:1])=[O:8])[N:17]3[CH2:16][CH2:15][O:14][CH2:13][C:12]=23)=[O:20])[CH2:56][CH3:57])[CH:48]=[CH:49][C:50]=1[C:51]([F:53])([F:54])[F:52]. (3) Given the reactants O[CH2:2][CH2:3][Si:4]([CH3:14])([C:8]1[CH:13]=[CH:12][CH:11]=[CH:10][CH:9]=1)[CH2:5][CH2:6]O.C(N(CC)CC)C.S(Cl)(C)(=O)=O.[CH2:27]([NH2:34])[C:28]1[CH:33]=[CH:32][CH:31]=[CH:30][CH:29]=1, predict the reaction product. The product is: [CH2:27]([N:34]1[CH2:6][CH2:5][Si:4]([CH3:14])([C:8]2[CH:13]=[CH:12][CH:11]=[CH:10][CH:9]=2)[CH2:3][CH2:2]1)[C:28]1[CH:33]=[CH:32][CH:31]=[CH:30][CH:29]=1.